Dataset: Full USPTO retrosynthesis dataset with 1.9M reactions from patents (1976-2016). Task: Predict the reactants needed to synthesize the given product. (1) The reactants are: [N+:1]([C:4]1[CH:5]=[C:6]2[C:11](=[CH:12][CH:13]=1)[N:10]=[CH:9][N:8]=[C:7]2[N:14]1[CH2:19][CH2:18][N:17]([C:20]([NH:22][C:23]2[CH:28]=[CH:27][C:26]([O:29][C:30]3[CH:35]=[CH:34][CH:33]=[CH:32][CH:31]=3)=[CH:25][CH:24]=2)=[O:21])[CH2:16][CH2:15]1)([O-])=O.[H][H].C(N(CC)CC)C.[C:45](OC(=O)C)(=[O:47])[CH3:46]. Given the product [C:45]([NH:1][C:4]1[CH:5]=[C:6]2[C:11](=[CH:12][CH:13]=1)[N:10]=[CH:9][N:8]=[C:7]2[N:14]1[CH2:19][CH2:18][N:17]([C:20]([NH:22][C:23]2[CH:28]=[CH:27][C:26]([O:29][C:30]3[CH:35]=[CH:34][CH:33]=[CH:32][CH:31]=3)=[CH:25][CH:24]=2)=[O:21])[CH2:16][CH2:15]1)(=[O:47])[CH3:46], predict the reactants needed to synthesize it. (2) The reactants are: C([O:3][C:4](=[O:32])[CH2:5][C:6]1[CH:7]=[C:8]([C:14]2[CH:19]=[CH:18][C:17]([C:20]([F:23])([F:22])[F:21])=[CH:16][C:15]=2[CH2:24][O:25][C:26]2[CH:31]=[CH:30][CH:29]=[CH:28][CH:27]=2)[C:9]([O:12][CH3:13])=[CH:10][CH:11]=1)C.[OH-].[Li+]. Given the product [CH3:13][O:12][C:9]1[C:8]([C:14]2[CH:19]=[CH:18][C:17]([C:20]([F:23])([F:22])[F:21])=[CH:16][C:15]=2[CH2:24][O:25][C:26]2[CH:27]=[CH:28][CH:29]=[CH:30][CH:31]=2)=[CH:7][C:6]([CH2:5][C:4]([OH:32])=[O:3])=[CH:11][CH:10]=1, predict the reactants needed to synthesize it. (3) Given the product [Cl:1][C:2]1[CH:9]=[CH:8][C:5]([C:6]#[N:7])=[C:4]([O:10][CH:11]([C:23]2[CH:27]=[CH:26][S:25][CH:24]=2)[CH2:12][CH2:13][CH2:14][OH:15])[CH:3]=1, predict the reactants needed to synthesize it. The reactants are: [Cl:1][C:2]1[CH:9]=[CH:8][C:5]([C:6]#[N:7])=[C:4]([O:10][CH:11]([C:23]2[CH:27]=[CH:26][S:25][CH:24]=2)[CH2:12][CH2:13][CH2:14][O:15][Si](C(C)(C)C)(C)C)[CH:3]=1.C1(C)C=CC(S([O-])(=O)=O)=CC=1.[NH+]1C=CC=CC=1. (4) Given the product [CH3:13][O:12][C:9]1[CH:10]=[CH:11][C:6]([CH2:5][C:4]([OH:3])=[O:35])=[CH:7][C:8]=1[O:14][C:15]1[CH:20]=[CH:19][C:18]([N:21]2[CH2:26][CH2:25][O:24][C:22]2=[O:23])=[CH:17][C:16]=1[CH2:28][S:29][CH2:30][C:31]([F:34])([F:32])[F:33], predict the reactants needed to synthesize it. The reactants are: C([O:3][C:4](=[O:35])[CH2:5][C:6]1[CH:11]=[CH:10][C:9]([O:12][CH3:13])=[C:8]([O:14][C:15]2[CH:20]=[CH:19][C:18]([NH:21][C:22]([O:24][CH2:25][CH2:26]Cl)=[O:23])=[CH:17][C:16]=2[CH2:28][S:29][CH2:30][C:31]([F:34])([F:33])[F:32])[CH:7]=1)C.[O-]CC.[Na+]. (5) Given the product [C:2]([C@@H:3]([NH:23][C:24]([C:26]1([NH:32][C:33](=[O:39])[O:34][C:35]([CH3:37])([CH3:36])[CH3:38])[CH2:31][CH2:30][O:29][CH2:28][CH2:27]1)=[O:25])[CH2:4][C:5]1[CH:10]=[CH:9][C:8]([C:11]2[CH:12]=[CH:13][C:14]3[N:19]([CH3:20])[C:18](=[O:21])[CH2:17][S:16][C:15]=3[CH:22]=2)=[CH:7][CH:6]=1)#[N:1], predict the reactants needed to synthesize it. The reactants are: [NH2:1][C:2](=O)[C@@H:3]([NH:23][C:24]([C:26]1([NH:32][C:33](=[O:39])[O:34][C:35]([CH3:38])([CH3:37])[CH3:36])[CH2:31][CH2:30][O:29][CH2:28][CH2:27]1)=[O:25])[CH2:4][C:5]1[CH:10]=[CH:9][C:8]([C:11]2[CH:12]=[CH:13][C:14]3[N:19]([CH3:20])[C:18](=[O:21])[CH2:17][S:16][C:15]=3[CH:22]=2)=[CH:7][CH:6]=1.CC[N+](S(N=C(OC)[O-])(=O)=O)(CC)CC.